This data is from CYP2D6 inhibition data for predicting drug metabolism from PubChem BioAssay. The task is: Regression/Classification. Given a drug SMILES string, predict its absorption, distribution, metabolism, or excretion properties. Task type varies by dataset: regression for continuous measurements (e.g., permeability, clearance, half-life) or binary classification for categorical outcomes (e.g., BBB penetration, CYP inhibition). Dataset: cyp2d6_veith. (1) The drug is Nc1ncnc2c1nc(Sc1ccc(Cl)cc1)n2[C@@H]1O[C@H]2COP(=O)([O-])O[C@@H]2[C@H]1O.[Na+]. The result is 0 (non-inhibitor). (2) The compound is CCCCOc1cc(C(=O)OCCN(CC)CC)ccc1N. The result is 1 (inhibitor). (3) The compound is Cc1ccc(S(=O)(=O)N/N=C\c2ccccc2OCc2ccccc2)cc1. The result is 0 (non-inhibitor). (4) The drug is CCN(CCO)Cc1csc2cccc(Br)c12.Cl. The result is 1 (inhibitor). (5) The molecule is C/C=C\C[C@@H](C)[C@@H](O)[C@H]1C(=O)N[C@@H](CC)C(=O)N(C)CC(=O)N(C)[C@@H](CC(C)C)C(=O)N[C@@H](C(C)C)C(=O)N(C)[C@@H](CC(C)C)C(=O)N[C@@H](C)C(=O)N[C@H](C)C(=O)N(C)[C@@H](CC(C)C)C(=O)N(C)[C@@H](CC(C)C)C(=O)N(C)[C@@H](C(C)C)C(=O)N1C. The result is 0 (non-inhibitor). (6) The compound is CCOC(=O)c1c(C)nc2sc3c(c2c1-c1ccc(OC)cc1)NC(c1ccccc1)NC3=O. The result is 0 (non-inhibitor). (7) The drug is CN1CCN(c2nc(-c3cccnc3)nc3ccccc23)CC1. The result is 1 (inhibitor). (8) The compound is CO[C@@H]1/C=C\O[C@]2(C)Oc3c(C)c(O)c4c(O)c(cc(O)c4c3C2=O)NC(=O)/C(C)=C\C=C/[C@H](C)[C@@H](O)[C@H](C)[C@H](O)[C@H](C)[C@H](OC(C)=O)[C@@H]1C. The result is 0 (non-inhibitor). (9) The drug is Cc1cc(NC(=O)c2ccccc2Cl)no1. The result is 0 (non-inhibitor). (10) The drug is COc1ccccc1CNc1ncncc1-c1ccc(N(C)C)cc1. The result is 1 (inhibitor).